Dataset: Forward reaction prediction with 1.9M reactions from USPTO patents (1976-2016). Task: Predict the product of the given reaction. The product is: [CH:38]1([C:36]([NH:35][C:33]2[N:34]=[C:29]3[CH:28]=[CH:27][C:26]([O:25][C:24]4[CH:41]=[CH:42][C:43]([CH3:44])=[C:22]([NH:21][C:7]([C:3]5[N:4]=[CH:5][S:6][C:2]=5[CH3:1])=[O:9])[CH:23]=4)=[N:31][N:30]3[CH:32]=2)=[O:37])[CH2:39][CH2:40]1. Given the reactants [CH3:1][C:2]1[S:6][CH:5]=[N:4][C:3]=1[C:7]([OH:9])=O.O1CCCC1.C(Cl)(=O)C(Cl)=O.[NH2:21][C:22]1[CH:23]=[C:24]([CH:41]=[CH:42][C:43]=1[CH3:44])[O:25][C:26]1[CH:27]=[CH:28][C:29]2[N:30]([CH:32]=[C:33]([NH:35][C:36]([CH:38]3[CH2:40][CH2:39]3)=[O:37])[N:34]=2)[N:31]=1, predict the reaction product.